Task: Predict the product of the given reaction.. Dataset: Forward reaction prediction with 1.9M reactions from USPTO patents (1976-2016) (1) Given the reactants [Cl:1][C:2]1[CH:7]=[C:6]([O:8]C)[CH:5]=[CH:4][C:3]=1[CH:10]([CH3:24])[C:11]([C:17]1[CH:22]=[CH:21][N:20]=[C:19]([CH3:23])[CH:18]=1)([OH:16])[C:12]([F:15])([F:14])[F:13].C([O-])([O-])=O.[Na+].[Na+], predict the reaction product. The product is: [Cl:1][C:2]1[CH:7]=[C:6]([OH:8])[CH:5]=[CH:4][C:3]=1[CH:10]([CH3:24])[C:11]([OH:16])([C:17]1[CH:22]=[CH:21][N:20]=[C:19]([CH3:23])[CH:18]=1)[C:12]([F:15])([F:13])[F:14]. (2) The product is: [CH:16]([O:15][C:13]1[CH:12]=[CH:11][N:10]=[C:9]([NH:8][C:6](=[O:7])[C:5]2[CH:19]=[CH:20][C:2]([B:35]3[O:36][C:37]([CH3:39])([CH3:38])[C:33]([CH3:49])([CH3:32])[O:34]3)=[CH:3][CH:4]=2)[CH:14]=1)([CH3:18])[CH3:17]. Given the reactants Br[C:2]1[CH:20]=[CH:19][C:5]([C:6]([NH:8][C:9]2[CH:14]=[C:13]([O:15][CH:16]([CH3:18])[CH3:17])[CH:12]=[CH:11][N:10]=2)=[O:7])=[CH:4][CH:3]=1.CC1C=CC(C(OC)=O)=CN=1.[CH3:32][C:33]1([CH3:49])[C:37]([CH3:39])([CH3:38])[O:36][B:35]([B:35]2[O:36][C:37]([CH3:39])([CH3:38])[C:33]([CH3:49])([CH3:32])[O:34]2)[O:34]1.C([O-])(=O)C.[K+], predict the reaction product. (3) Given the reactants [OH:1][C:2]1[CH:11]=[CH:10][C:5]2[C:6](=[O:9])[CH2:7][O:8][C:4]=2[CH:3]=1.[CH3:12][C@H:13]1[NH:18][C@@H:17]([CH3:19])[CH2:16][NH:15][CH2:14]1.[CH2:20]=O, predict the reaction product. The product is: [CH3:19][C@H:17]1[NH:18][C@@H:13]([CH3:12])[CH2:14][N:15]([CH2:20][C:3]2[C:4]3[O:8][CH2:7][C:6](=[O:9])[C:5]=3[CH:10]=[CH:11][C:2]=2[OH:1])[CH2:16]1. (4) Given the reactants [CH3:1][O:2][C:3]1[CH:4]=[C:5]([C:11](=O)[CH2:12][C:13]([O:15]CC)=O)[CH:6]=[CH:7][C:8]=1[O:9][CH3:10].[NH2:19][C:20]1[CH:25]=[CH:24][C:23]([F:26])=[CH:22][N:21]=1.CC1C=CC(S(O)(=O)=O)=CC=1, predict the reaction product. The product is: [CH3:1][O:2][C:3]1[CH:4]=[C:5]([C:11]2[N:19]=[C:20]3[CH:25]=[CH:24][C:23]([F:26])=[CH:22][N:21]3[C:13](=[O:15])[CH:12]=2)[CH:6]=[CH:7][C:8]=1[O:9][CH3:10]. (5) Given the reactants C([O-])(O)=O.[Na+].[Br:6][C:7]1[CH:23]=[CH:22][C:10]2[NH:11][C:12](=[O:21])[CH2:13][C:14](=[CH:17]N(C)C)[C:15](=O)[C:9]=2[CH:8]=1.[CH3:24][O:25][C:26]1[CH:27]=[C:28]([NH:34][C:35]([NH2:37])=[NH:36])[CH:29]=[CH:30][C:31]=1[O:32][CH3:33], predict the reaction product. The product is: [Br:6][C:7]1[CH:23]=[CH:22][C:10]2[NH:11][C:12](=[O:21])[CH2:13][C:14]3[CH:17]=[N:37][C:35]([NH:34][C:28]4[CH:29]=[CH:30][C:31]([O:32][CH3:33])=[C:26]([O:25][CH3:24])[CH:27]=4)=[N:36][C:15]=3[C:9]=2[CH:8]=1.